Dataset: Human Reference Interactome with 51,813 positive PPI pairs across 8,248 proteins, plus equal number of experimentally-validated negative pairs. Task: Binary Classification. Given two protein amino acid sequences, predict whether they physically interact or not. Protein 1 (ENSG00000166200) has sequence MSDMEDDFMCDDEEDYDLEYSEDSNSEPNVDLENQYYNSKALKEDDPKAALSSFQKVLELEGEKGEWGFKALKQMIKINFKLTNFPEMMNRYKQLLTYIRSAVTRNYSEKSINSILDYISTSKQNSDFLCQMDLLQEFYETTLEALKDAKNDRLWFKTNTKLGKLYLEREEYGKLQKILRQLHQSCQTDDGEDDLKKGTQLLEIYALEIQMYTAQKNNKKLKALYEQSLHIKSAIPHPLIMGVIRECGGKMHLREGEFEKAHTDFFEAFKNYDESGSPRRTTCLKYLVLANMLMKSGINP.... Protein 2 (ENSG00000003987) has sequence MEHIRTPKVENVRLVDRVSPKKAALGTLYLTATHVIFVENSPDPRKETWILHSQISTIEKQATTATGCPLLIRCKNFQIIQLIIPQERDCHDVYISLIRLARPVKYEELYCFSFNPMLDKEEREQGWVLIDLSEEYTRMGLPNHYWQLSDVNRDYRVCDSYPTELYVPKSATAHIIVGSSKFRSRRRFPVLSYYYKDNHASICRSSQPLSGFSARCLEDEQMLQAIRKANPGSDFVYVVDTRPKLNAMANRAAGKGYENEDNYSNIKFQFIGIENIHVMRNSLQKMLEVCELKSPSMSDF.... Result: 0 (the proteins do not interact).